Task: Predict which catalyst facilitates the given reaction.. Dataset: Catalyst prediction with 721,799 reactions and 888 catalyst types from USPTO (1) Reactant: Cl[C:2]1[N:7]=[CH:6][C:5]([CH2:8][N+:9]2[C:14]([O-:15])=[C:13]([C:16]3[CH:21]=[CH:20][C:19]([C:22]#[N:23])=[CH:18][CH:17]=3)[C:12](=[O:24])[N:11]3[CH:25]=[CH:26][CH:27]=[CH:28][C:10]=23)=[CH:4][CH:3]=1.[ClH:29].[OH:30][NH3+:31].CC(C)([O-])C.[K+]. Product: [Cl:29][C:2]1[N:7]=[CH:6][C:5]([CH2:8][N+:9]2[C:14]([O-:15])=[C:13]([C:16]3[CH:21]=[CH:20][C:19]([C:22](=[NH:23])[NH:31][OH:30])=[CH:18][CH:17]=3)[C:12](=[O:24])[N:11]3[CH:25]=[CH:26][CH:27]=[CH:28][C:10]=23)=[CH:4][CH:3]=1. The catalyst class is: 550. (2) Reactant: [Br:1][C:2]1[C:10]2[S:9][C:8]([NH:11][C:12](=[O:16])[NH:13][CH2:14][CH3:15])=[N:7][C:6]=2[CH:5]=[C:4]([C:17]2[CH:18]=[N:19][C:20]([N:23]3[CH2:28][CH2:27][C:26]([CH3:34])([C:29]([O:31][CH2:32][CH3:33])=[O:30])[CH2:25][CH2:24]3)=[N:21][CH:22]=2)[CH:3]=1.[CH3:35][N:36]1[CH2:41]COC[CH2:37]1.C=O.CN. Product: [Br:1][C:2]1[C:10]2[S:9][C:8]([N:11]3[CH2:37][N:36]([CH3:41])[CH2:35][N:13]([CH2:14][CH3:15])[C:12]3=[O:16])=[N:7][C:6]=2[CH:5]=[C:4]([C:17]2[CH:18]=[N:19][C:20]([N:23]3[CH2:28][CH2:27][C:26]([CH3:34])([C:29]([O:31][CH2:32][CH3:33])=[O:30])[CH2:25][CH2:24]3)=[N:21][CH:22]=2)[CH:3]=1. The catalyst class is: 14. (3) Reactant: [ClH:1].Cl.C([O:10][C:11]1[CH:20]=[C:19]2[C:14]([C:15]([NH:21][C:22]3[CH:23]=[N:24][C:25]([NH:28][C:29](=[O:36])[C:30]4[CH:35]=[CH:34][CH:33]=[CH:32][CH:31]=4)=[N:26][CH:27]=3)=[N:16][CH:17]=[N:18]2)=[CH:13][C:12]=1[O:37][CH3:38])C1C=CC=CC=1. Product: [ClH:1].[ClH:1].[OH:10][C:11]1[CH:20]=[C:19]2[C:14]([C:15]([NH:21][C:22]3[CH:23]=[N:24][C:25]([NH:28][C:29](=[O:36])[C:30]4[CH:35]=[CH:34][CH:33]=[CH:32][CH:31]=4)=[N:26][CH:27]=3)=[N:16][CH:17]=[N:18]2)=[CH:13][C:12]=1[O:37][CH3:38]. The catalyst class is: 67. (4) Reactant: [CH3:1][S:2]([NH:5][CH2:6][C:7]1[CH:12]=[CH:11][C:10]([CH:13]([CH3:17])[C:14]([OH:16])=O)=[CH:9][CH:8]=1)(=[O:4])=[O:3].[Cl:18][C:19]1[CH:20]=[C:21]([N:25]2[C:29]([CH2:30][NH2:31])=[CH:28][C:27]([C:32]([F:35])([F:34])[F:33])=[N:26]2)[CH:22]=[CH:23][CH:24]=1.C(Cl)CCl.C1C=CC2N(O)N=NC=2C=1.C(N(CC)CC)C. Product: [Cl:18][C:19]1[CH:20]=[C:21]([N:25]2[C:29]([CH2:30][NH:31][C:14](=[O:16])[CH:13]([C:10]3[CH:9]=[CH:8][C:7]([CH2:6][NH:5][S:2]([CH3:1])(=[O:3])=[O:4])=[CH:12][CH:11]=3)[CH3:17])=[CH:28][C:27]([C:32]([F:33])([F:34])[F:35])=[N:26]2)[CH:22]=[CH:23][CH:24]=1. The catalyst class is: 290. (5) Reactant: Cl.[NH:2]([C:4]1[S:5][CH:6]=[CH:7][N:8]=1)[NH2:3].N[C:10](N)=[O:11].[CH3:13]N(C=O)C. Product: [CH3:13][C:7]1[N:8]2[C:4](=[N:2][NH:3][C:10]2=[O:11])[S:5][CH:6]=1. The catalyst class is: 22. (6) Reactant: [C:1]([C:3]1[CH:29]=[CH:28][C:6]([O:7][CH2:8][C@@H:9]([OH:27])[CH2:10][N:11]2[CH2:18][CH:17]3[O:19][CH:13]([CH2:14][N:15](C(OC(C)(C)C)=O)[CH2:16]3)[CH2:12]2)=[CH:5][CH:4]=1)#[N:2].Cl. The catalyst class is: 13. Product: [OH:27][C@@H:9]([CH2:10][N:11]1[CH2:18][CH:17]2[O:19][CH:13]([CH2:14][NH:15][CH2:16]2)[CH2:12]1)[CH2:8][O:7][C:6]1[CH:28]=[CH:29][C:3]([C:1]#[N:2])=[CH:4][CH:5]=1.